Regression. Given a peptide amino acid sequence and an MHC pseudo amino acid sequence, predict their binding affinity value. This is MHC class I binding data. From a dataset of Peptide-MHC class I binding affinity with 185,985 pairs from IEDB/IMGT. (1) The peptide sequence is YMLKHVVWAA. The MHC is Mamu-A11 with pseudo-sequence Mamu-A11. The binding affinity (normalized) is 0.757. (2) The peptide sequence is AVMFFPFWF. The MHC is HLA-A03:01 with pseudo-sequence HLA-A03:01. The binding affinity (normalized) is 0. (3) The peptide sequence is LQGPPGTGK. The MHC is HLA-A68:01 with pseudo-sequence HLA-A68:01. The binding affinity (normalized) is 0.141. (4) The peptide sequence is YSEGQYMNTP. The MHC is Mamu-A01 with pseudo-sequence Mamu-A01. The binding affinity (normalized) is 0. (5) The peptide sequence is KLAEIFQPF. The MHC is HLA-A26:01 with pseudo-sequence HLA-A26:01. The binding affinity (normalized) is 0.0847. (6) The MHC is HLA-A11:01 with pseudo-sequence HLA-A11:01. The peptide sequence is RSKQKIGDLR. The binding affinity (normalized) is 0.117.